This data is from Full USPTO retrosynthesis dataset with 1.9M reactions from patents (1976-2016). The task is: Predict the reactants needed to synthesize the given product. (1) Given the product [NH2:12][C:3]1[C:4](=[O:11])[N:5]([CH3:10])[C:6](=[O:9])[N:7]([CH3:8])[C:2]=1[NH2:1], predict the reactants needed to synthesize it. The reactants are: [NH2:1][C:2]1[N:7]([CH3:8])[C:6](=[O:9])[N:5]([CH3:10])[C:4](=[O:11])[C:3]=1[N:12]=O.S(S([O-])=O)([O-])=O.[Na+].[Na+]. (2) Given the product [Cl:1][C:2]1[CH:8]=[C:7]([O:9][C:10]2[C:19]3[C:14](=[CH:15][C:16]([O:22][CH3:23])=[C:17]([O:20][CH3:21])[CH:18]=3)[N:13]=[CH:12][CH:11]=2)[CH:6]=[CH:5][C:3]=1[NH:4][C:35]([NH:34][C:24]1[C:33]2[C:28](=[CH:29][CH:30]=[CH:31][CH:32]=2)[CH:27]=[CH:26][CH:25]=1)=[O:36], predict the reactants needed to synthesize it. The reactants are: [Cl:1][C:2]1[CH:8]=[C:7]([O:9][C:10]2[C:19]3[C:14](=[CH:15][C:16]([O:22][CH3:23])=[C:17]([O:20][CH3:21])[CH:18]=3)[N:13]=[CH:12][CH:11]=2)[CH:6]=[CH:5][C:3]=1[NH2:4].[C:24]1([N:34]=[C:35]=[O:36])[C:33]2[C:28](=[CH:29][CH:30]=[CH:31][CH:32]=2)[CH:27]=[CH:26][CH:25]=1.CO. (3) Given the product [Cl:1][C:2]1[CH:7]=[CH:6][CH:5]=[C:4]([F:8])[C:3]=1[C:9]1[NH:13][C:12](=[O:14])[N:11]([C:15]2[CH:23]=[CH:22][C:18]([C:19]([NH:48][CH2:43][CH:44]3[CH2:46][CH2:45]3)=[O:20])=[CH:17][CH:16]=2)[N:10]=1, predict the reactants needed to synthesize it. The reactants are: [Cl:1][C:2]1[CH:7]=[CH:6][CH:5]=[C:4]([F:8])[C:3]=1[C:9]1[NH:13][C:12](=[O:14])[N:11]([C:15]2[CH:23]=[CH:22][C:18]([C:19](O)=[O:20])=[CH:17][CH:16]=2)[N:10]=1.C(N(C(C)C)CC)(C)C.CN(C(ON1N=[N:48][C:43]2[CH:44]=[CH:45][CH:46]=CC1=2)=[N+](C)C)C.[B-](F)(F)(F)F.C1(CN)CC1.